Dataset: Forward reaction prediction with 1.9M reactions from USPTO patents (1976-2016). Task: Predict the product of the given reaction. (1) Given the reactants [ClH:1].Cl.[O:3]1[CH:7]=[N:6][CH:5]([C:8]([NH2:11])([CH3:10])[CH3:9])[NH:4]1.CC(S(NC(C1N=CON1)(C)C)=O)(C)C, predict the reaction product. The product is: [ClH:1].[O:3]1[CH:7]=[N:6][CH:5]([C:8]([NH2:11])([CH3:10])[CH3:9])[NH:4]1. (2) Given the reactants [OH:1][C@H:2]1[CH2:6][CH2:5][CH2:4][C@H:3]1[O:7][C:8]1[CH:19]=[CH:18][C:11]([CH:12]=[C:13]([C:16]#[N:17])[C:14]#[N:15])=[CH:10][CH:9]=1.[C:20]([CH2:22][C:23]([NH2:25])=[S:24])#[N:21].CN1CCOCC1, predict the reaction product. The product is: [NH2:17][C:16]1[C:13]([C:14]#[N:15])=[C:12]([C:11]2[CH:18]=[CH:19][C:8]([O:7][C@@H:3]3[CH2:4][CH2:5][CH2:6][C@@H:2]3[OH:1])=[CH:9][CH:10]=2)[C:22]([C:20]#[N:21])=[C:23]([SH:24])[N:25]=1.